Task: Predict the reaction yield, written as a fraction of the theoretical maximum amount of product (1.0 means a 100% yield; for example, 0.34 means a 34% yield).. Dataset: Reaction yield outcomes from USPTO patents with 853,638 reactions (1) The reactants are [CH3:1][N:2]([CH3:30])[C:3]([C:5]1[N:6]=[CH:7][C:8]([O:11][C:12]2[CH:13]=[C:14]([CH:19]=[C:20]([O:22][C@H:23]3[CH2:27][CH2:26][N:25]([CH3:28])[C:24]3=[O:29])[CH:21]=2)[C:15]([O:17]C)=[O:16])=[N:9][CH:10]=1)=[O:4].CO.[OH-].[Li+].O. The catalyst is C1COCC1. The product is [CH3:1][N:2]([CH3:30])[C:3]([C:5]1[N:6]=[CH:7][C:8]([O:11][C:12]2[CH:13]=[C:14]([CH:19]=[C:20]([O:22][C@H:23]3[CH2:27][CH2:26][N:25]([CH3:28])[C:24]3=[O:29])[CH:21]=2)[C:15]([OH:17])=[O:16])=[N:9][CH:10]=1)=[O:4]. The yield is 0.960. (2) The reactants are [Br:1][C:2]1[CH:11]=[CH:10][C:9]2[O:8][C:7]3[CH2:12][CH2:13][CH2:14][O:15][C:6]=3[C:5](=[O:16])[C:4]=2[CH:3]=1.CCC(C)[BH-](C(C)CC)C(C)CC.[Li+].[Cl-].[NH4+]. The catalyst is C1COCC1. The product is [Br:1][C:2]1[CH:11]=[CH:10][C:9]2[O:8][C@@H:7]3[CH2:12][CH2:13][CH2:14][O:15][C@H:6]3[C:5](=[O:16])[C:4]=2[CH:3]=1. The yield is 0.470. (3) The reactants are Cl[C:2]1[CH:7]=[CH:6][C:5]([N+:8]([O-:10])=[O:9])=[CH:4][N:3]=1.[F-:11].[K+]. The catalyst is CS(C)=O.[Cl-].[Na+].O.C(OCC)(=O)C. The product is [F:11][C:2]1[CH:7]=[CH:6][C:5]([N+:8]([O-:10])=[O:9])=[CH:4][N:3]=1. The yield is 0.840. (4) The reactants are Cl[C:2]1[CH:3]=[CH:4][C:5]2[O:14][CH2:13][CH2:12][C:11]3[CH:10]=[C:9]([C:15]4[N:16]([C:20]5[CH:25]=[CH:24][C:23]([F:26])=[CH:22][C:21]=5[F:27])[N:17]=[CH:18][N:19]=4)[S:8][C:7]=3[C:6]=2[N:28]=1.[NH2:29][CH:30]1[CH2:35][CH2:34][N:33]([C:36](=[O:38])[CH3:37])[CH2:32][CH2:31]1.CC(C1C=C(C(C)C)C(C2C=CC=CC=2P(C2CCCCC2)C2CCCCC2)=C(C(C)C)C=1)C.C(O[Na])(C)(C)C. The catalyst is CC([O-])=O.CC([O-])=O.[Pd+2].O1CCOCC1. The product is [F:27][C:21]1[CH:22]=[C:23]([F:26])[CH:24]=[CH:25][C:20]=1[N:16]1[C:15]([C:9]2[S:8][C:7]3[C:6]4[N:28]=[C:2]([NH:29][CH:30]5[CH2:35][CH2:34][N:33]([C:36](=[O:38])[CH3:37])[CH2:32][CH2:31]5)[CH:3]=[CH:4][C:5]=4[O:14][CH2:13][CH2:12][C:11]=3[CH:10]=2)=[N:19][CH:18]=[N:17]1. The yield is 0.440.